Dataset: Reaction yield outcomes from USPTO patents with 853,638 reactions. Task: Predict the reaction yield, written as a fraction of the theoretical maximum amount of product (1.0 means a 100% yield; for example, 0.34 means a 34% yield). (1) The catalyst is CO. The product is [NH2:8][C:7]1[CH:6]=[CH:5][C:4]([C:11]2[CH:12]=[CH:13][C:14]([C:17]([CH:19]3[CH2:23][CH2:22][CH2:21][CH:20]3[C:24]([O:26][CH3:27])=[O:25])=[O:18])=[CH:15][CH:16]=2)=[CH:3][C:2]=1[F:1]. The yield is 0.890. The reactants are [F:1][C:2]1[CH:3]=[C:4]([C:11]2[CH:16]=[CH:15][C:14]([C:17]([CH:19]3[CH2:23][CH2:22][CH2:21][CH:20]3[C:24]([O:26][CH3:27])=[O:25])=[O:18])=[CH:13][CH:12]=2)[CH:5]=[CH:6][C:7]=1[NH:8]C=O.Cl. (2) The reactants are Cl[C:2]1[N:7]=[C:6]([CH3:8])[C:5]([CH:9]([CH2:14][CH2:15][CH3:16])[C:10]([O:12][CH3:13])=[O:11])=[C:4]([C:17]2[CH:22]=[CH:21][C:20]([CH3:23])=[CH:19][CH:18]=2)[N:3]=1.[C:24]1([CH:30]2[CH2:35][CH2:34][CH2:33][NH:32][CH2:31]2)[CH:29]=[CH:28][CH:27]=[CH:26][CH:25]=1.C(N(CC)CC)C. The catalyst is O1CCCC1.C(=O)([O-])O. The product is [CH3:8][C:6]1[C:5]([CH:9]([CH2:14][CH2:15][CH3:16])[C:10]([O:12][CH3:13])=[O:11])=[C:4]([C:17]2[CH:22]=[CH:21][C:20]([CH3:23])=[CH:19][CH:18]=2)[N:3]=[C:2]([N:32]2[CH2:33][CH2:34][CH2:35][CH:30]([C:24]3[CH:29]=[CH:28][CH:27]=[CH:26][CH:25]=3)[CH2:31]2)[N:7]=1. The yield is 0.330. (3) The reactants are [C:1]([O:5][C:6]([N:8]1[CH2:12][CH2:11][CH2:10][CH:9]1[C:13]([N:15]1[CH2:20][CH2:19][CH:18]([CH2:21][C:22]2[CH:27]=[CH:26][CH:25]=[CH:24][CH:23]=2)[CH2:17][CH2:16]1)=[O:14])=[O:7])([CH3:4])([CH3:3])[CH3:2].Cl.C(C1CCN(C([C@H]2CCCN2)=O)CC1)C1C=CC=CC=1. No catalyst specified. The product is [C:1]([O:5][C:6]([N:8]1[CH2:12][CH2:11][CH2:10][C@H:9]1[C:13]([N:15]1[CH2:20][CH2:19][CH:18]([CH2:21][C:22]2[CH:23]=[CH:24][CH:25]=[CH:26][CH:27]=2)[CH2:17][CH2:16]1)=[O:14])=[O:7])([CH3:4])([CH3:2])[CH3:3]. The yield is 1.00.